Dataset: Reaction yield outcomes from USPTO patents with 853,638 reactions. Task: Predict the reaction yield, written as a fraction of the theoretical maximum amount of product (1.0 means a 100% yield; for example, 0.34 means a 34% yield). (1) The yield is 0.730. The catalyst is CN(C=O)C. The reactants are [CH2:1]([C:3]1[NH:7][C:6](=[S:8])[NH:5][N:4]=1)[CH3:2].[H-].[Na+].[C:11]([O:15][C:16]([N:18]1[CH2:24][CH2:23][C:22]2[C:25]([CH2:30]Cl)=[C:26]([Cl:29])[CH:27]=[CH:28][C:21]=2[CH2:20][CH2:19]1)=[O:17])([CH3:14])([CH3:13])[CH3:12]. The product is [C:11]([O:15][C:16]([N:18]1[CH2:24][CH2:23][C:22]2[C:25]([CH2:30][S:8][C:6]3[NH:7][C:3]([CH2:1][CH3:2])=[N:4][N:5]=3)=[C:26]([Cl:29])[CH:27]=[CH:28][C:21]=2[CH2:20][CH2:19]1)=[O:17])([CH3:14])([CH3:13])[CH3:12]. (2) The reactants are [Br:1][C:2]1[CH:9]=[CH:8][CH:7]=[CH:6][C:3]=1[CH2:4]Br.[C:10]([C:12]1[CH:17]=[C:16]([Cl:18])[CH:15]=[CH:14][C:13]=1[OH:19])#[N:11].[H-].[Na+]. The catalyst is CN(C=O)C. The product is [Br:1][C:2]1[CH:9]=[CH:8][CH:7]=[CH:6][C:3]=1[CH2:4][O:19][C:13]1[CH:14]=[CH:15][C:16]([Cl:18])=[CH:17][C:12]=1[C:10]#[N:11]. The yield is 0.820. (3) The reactants are [O:1]1[CH:5]=[CH:4][CH:3]=[C:2]1[C:6](Cl)=[O:7].[CH2:9]([N:16]1[C:25]2[C:20](=[CH:21][C:22]([F:26])=[CH:23][CH:24]=2)[C:19]([N:27]2[CH2:32][CH2:31][NH:30][CH2:29][CH2:28]2)=[C:18]([C:33]#[N:34])[C:17]1=[O:35])[C:10]1[CH:15]=[CH:14][CH:13]=[CH:12][CH:11]=1. The catalyst is N1C=CC=CC=1. The product is [CH2:9]([N:16]1[C:25]2[C:20](=[CH:21][C:22]([F:26])=[CH:23][CH:24]=2)[C:19]([N:27]2[CH2:32][CH2:31][N:30]([C:6]([C:2]3[O:1][CH:5]=[CH:4][CH:3]=3)=[O:7])[CH2:29][CH2:28]2)=[C:18]([C:33]#[N:34])[C:17]1=[O:35])[C:10]1[CH:15]=[CH:14][CH:13]=[CH:12][CH:11]=1. The yield is 0.730.